From a dataset of NCI-60 drug combinations with 297,098 pairs across 59 cell lines. Regression. Given two drug SMILES strings and cell line genomic features, predict the synergy score measuring deviation from expected non-interaction effect. (1) Drug 1: CCCS(=O)(=O)NC1=C(C(=C(C=C1)F)C(=O)C2=CNC3=C2C=C(C=N3)C4=CC=C(C=C4)Cl)F. Drug 2: C1=CC(=CC=C1C#N)C(C2=CC=C(C=C2)C#N)N3C=NC=N3. Cell line: CAKI-1. Synergy scores: CSS=3.19, Synergy_ZIP=-3.03, Synergy_Bliss=-3.77, Synergy_Loewe=-4.01, Synergy_HSA=-2.62. (2) Drug 1: CC(CN1CC(=O)NC(=O)C1)N2CC(=O)NC(=O)C2. Drug 2: CC1=C(N=C(N=C1N)C(CC(=O)N)NCC(C(=O)N)N)C(=O)NC(C(C2=CN=CN2)OC3C(C(C(C(O3)CO)O)O)OC4C(C(C(C(O4)CO)O)OC(=O)N)O)C(=O)NC(C)C(C(C)C(=O)NC(C(C)O)C(=O)NCCC5=NC(=CS5)C6=NC(=CS6)C(=O)NCCC[S+](C)C)O. Cell line: M14. Synergy scores: CSS=12.9, Synergy_ZIP=-8.27, Synergy_Bliss=1.27, Synergy_Loewe=-1.68, Synergy_HSA=1.65.